This data is from Catalyst prediction with 721,799 reactions and 888 catalyst types from USPTO. The task is: Predict which catalyst facilitates the given reaction. (1) Reactant: [CH:1]1([CH2:5][NH:6][C:7]([C:9]2[N:14]=[C:13]([O:15][CH2:16][C:17]([O:19]C)=[O:18])[CH:12]=[CH:11][C:10]=2[NH:21][C:22]([C:24]2[C:33]3[C:28](=[CH:29][CH:30]=[CH:31][CH:32]=3)[C:27]([CH2:34][N:35]3[CH:39]=[CH:38][N:37]=[N:36]3)=[CH:26][CH:25]=2)=[O:23])=[O:8])[CH2:4][CH2:3][CH2:2]1.[OH-].[Na+]. Product: [CH:1]1([CH2:5][NH:6][C:7]([C:9]2[N:14]=[C:13]([O:15][CH2:16][C:17]([OH:19])=[O:18])[CH:12]=[CH:11][C:10]=2[NH:21][C:22]([C:24]2[C:33]3[C:28](=[CH:29][CH:30]=[CH:31][CH:32]=3)[C:27]([CH2:34][N:35]3[CH:39]=[CH:38][N:37]=[N:36]3)=[CH:26][CH:25]=2)=[O:23])=[O:8])[CH2:4][CH2:3][CH2:2]1. The catalyst class is: 645. (2) Reactant: CCN(C(C)C)C(C)C.[O:10]1[CH2:15][CH2:14][CH:13]([CH2:16][NH2:17])[CH2:12][CH2:11]1.[C:18](OC(=O)C)(=[O:20])[CH3:19]. Product: [O:10]1[CH2:15][CH2:14][CH:13]([CH2:16][NH:17][C:18](=[O:20])[CH3:19])[CH2:12][CH2:11]1. The catalyst class is: 2. (3) Reactant: FC(F)(F)C(O)=O.[CH3:8][O:9][N:10]=[CH:11][C:12]1[C:13]([NH2:25])=[N:14][CH:15]=[N:16][C:17]=1[N:18]1[CH2:23][CH2:22][CH:21]([NH2:24])[CH2:20][CH2:19]1.[N+](C1C=CC([O:35][C:36](=O)[NH:37][C:38]2[CH:43]=[CH:42][C:41]([O:44][CH:45]([CH3:47])[CH3:46])=[CH:40][CH:39]=2)=CC=1)([O-])=O.CCN(C(C)C)C(C)C. Product: [NH2:25][C:13]1[N:14]=[CH:15][N:16]=[C:17]([N:18]2[CH2:23][CH2:22][CH:21]([NH:24][C:36]([NH:37][C:38]3[CH:43]=[CH:42][C:41]([O:44][CH:45]([CH3:47])[CH3:46])=[CH:40][CH:39]=3)=[O:35])[CH2:20][CH2:19]2)[C:12]=1[CH:11]=[N:10][O:9][CH3:8]. The catalyst class is: 23. (4) Reactant: Cl.O.[NH:3]1[CH2:8][CH2:7][C:6](=[O:9])[CH2:5][CH2:4]1.[C:10]1([CH3:20])[CH:15]=[CH:14][C:13]([S:16](Cl)(=[O:18])=[O:17])=[CH:12][CH:11]=1.C(N(CC)CC)C. Product: [C:10]1([CH3:20])[CH:15]=[CH:14][C:13]([S:16]([N:3]2[CH2:8][CH2:7][C:6](=[O:9])[CH2:5][CH2:4]2)(=[O:18])=[O:17])=[CH:12][CH:11]=1. The catalyst class is: 2. (5) Reactant: [Br:1][C:2]1[CH:3]=[C:4]([C:8]2[CH2:9][CH2:10][CH2:11][N:12]=2)[CH:5]=[CH:6][CH:7]=1.[BH4-].[Na+]. Product: [Br:1][C:2]1[CH:3]=[C:4]([CH:8]2[CH2:9][CH2:10][CH2:11][NH:12]2)[CH:5]=[CH:6][CH:7]=1. The catalyst class is: 8. (6) Reactant: C([O:8][CH2:9][CH2:10][C:11](O)=[O:12])C1C=CC=CC=1.S(Cl)(Cl)=O.[CH3:18][CH:19]([OH:21])[CH3:20]. Product: [OH:12][CH2:11][CH2:10][C:9]([O:21][CH:19]([CH3:20])[CH3:18])=[O:8]. The catalyst class is: 2. (7) Reactant: [CH3:1][C:2]1[N:7]=[C:6]([S:8][CH2:9][C:10]2[N:15]=[CH:14][CH:13]=[CH:12][N:11]=2)[N:5]=[C:4]([OH:16])[CH:3]=1.[ClH:17].O1CCOCC1. Product: [ClH:17].[ClH:17].[CH3:1][C:2]1[N:7]=[C:6]([S:8][CH2:9][C:10]2[N:11]=[CH:12][CH:13]=[CH:14][N:15]=2)[N:5]=[C:4]([OH:16])[CH:3]=1. The catalyst class is: 5. (8) Product: [NH2:19][C:17]1[N:18]=[C:13]([C:9]2[CH:8]=[C:7]([NH:6][C:3](=[O:5])[CH2:2][OH:1])[CH:12]=[CH:11][CH:10]=2)[CH:14]=[C:15]([NH:20][CH3:21])[N:16]=1. Reactant: [OH:1][CH2:2][C:3]([OH:5])=O.[NH2:6][C:7]1[CH:8]=[C:9]([C:13]2[N:18]=[C:17]([NH2:19])[N:16]=[C:15]([NH:20][CH3:21])[CH:14]=2)[CH:10]=[CH:11][CH:12]=1.OC1C2N=NNC=2C=CC=1.C1(N=C=NC2CCCCC2)CCCCC1. The catalyst class is: 3. (9) Reactant: [Cl:1][C:2]1[CH:11]=[C:10]([Cl:12])[C:9]([OH:13])=[C:8]2[C:3]=1[CH:4]=[CH:5][C:6]([NH:14][CH3:15])=[N:7]2.C(=O)([O-])[O-].[K+].[K+].Br[CH:23]([CH3:25])[CH3:24].[Cl-].[NH4+]. Product: [Cl:1][C:2]1[CH:11]=[C:10]([Cl:12])[C:9]([O:13][CH:23]([CH3:25])[CH3:24])=[C:8]2[C:3]=1[CH:4]=[CH:5][C:6]([NH:14][CH3:15])=[N:7]2. The catalyst class is: 16.